The task is: Predict which catalyst facilitates the given reaction.. This data is from Catalyst prediction with 721,799 reactions and 888 catalyst types from USPTO. (1) The catalyst class is: 210. Product: [Cl:30][C:27]1[CH:28]=[CH:29][C:24]([C:23]([C:20]2[CH:21]=[CH:22][C:17]([O:16][C:13]([CH3:15])([CH3:14])[C:12]([NH:11][CH2:10][CH2:9][NH:8][C:33](=[O:55])[CH2:34][CH2:35]/[CH:36]=[CH:37]\[CH2:38]/[CH:39]=[CH:40]\[CH2:41]/[CH:42]=[CH:43]\[CH2:44]/[CH:45]=[CH:46]\[CH2:47]/[CH:48]=[CH:49]\[CH2:50]/[CH:51]=[CH:52]\[CH2:53][CH3:54])=[O:32])=[CH:18][CH:19]=2)=[O:31])=[CH:25][CH:26]=1. Reactant: C(O)(C(F)(F)F)=O.[NH2:8][CH2:9][CH2:10][NH:11][C:12](=[O:32])[C:13]([O:16][C:17]1[CH:22]=[CH:21][C:20]([C:23](=[O:31])[C:24]2[CH:29]=[CH:28][C:27]([Cl:30])=[CH:26][CH:25]=2)=[CH:19][CH:18]=1)([CH3:15])[CH3:14].[C:33](O)(=[O:55])[CH2:34][CH2:35]/[CH:36]=[CH:37]\[CH2:38]/[CH:39]=[CH:40]\[CH2:41]/[CH:42]=[CH:43]\[CH2:44]/[CH:45]=[CH:46]\[CH2:47]/[CH:48]=[CH:49]\[CH2:50]/[CH:51]=[CH:52]\[CH2:53][CH3:54].CN(C(ON1N=NC2C=CC=NC1=2)=[N+](C)C)C.F[P-](F)(F)(F)(F)F.CCN(C(C)C)C(C)C. (2) Reactant: [CH3:1][C:2]1[CH:11]=[CH:10][C:9]2[C:4](=[CH:5][CH:6]=[C:7]([C:12]([OH:14])=O)[CH:8]=2)[N:3]=1.CN(C(ON1N=NC2C=CC=NC1=2)=[N+](C)C)C.F[P-](F)(F)(F)(F)F.[NH2:39][CH2:40][CH:41]([OH:53])[CH2:42][N:43]1[CH2:52][CH2:51][C:50]2[C:45](=[CH:46][CH:47]=[CH:48][CH:49]=2)[CH2:44]1. Product: [CH2:44]1[C:45]2[C:50](=[CH:49][CH:48]=[CH:47][CH:46]=2)[CH2:51][CH2:52][N:43]1[CH2:42][CH:41]([OH:53])[CH2:40][NH:39][C:12]([C:7]1[CH:8]=[C:9]2[C:4](=[CH:5][CH:6]=1)[N:3]=[C:2]([CH3:1])[CH:11]=[CH:10]2)=[O:14]. The catalyst class is: 2. (3) Reactant: Cl.C([O:9][C:10](=[O:16])[C@H:11]1[CH2:15][CH2:14][CH2:13][NH:12]1)C1C=CC=CC=1.[C@@H:17]1([C:26]([OH:28])=O)[CH2:22][CH2:21][CH2:20][CH2:19][C@H:18]1[C:23]([OH:25])=O. Product: [C:10]([C@H:11]1[CH2:15][CH2:14][CH2:13][N:12]1[C:23]([C@H:18]1[CH2:19][CH2:20][CH2:21][CH2:22][C@@H:17]1[C:26]([N:12]1[CH2:13][CH2:14][CH2:15][CH:11]1[C:10]([OH:9])=[O:16])=[O:28])=[O:25])([OH:16])=[O:9]. The catalyst class is: 25. (4) Reactant: [N+:1]([C:4]1[N:5]=[C:6]([C:9]([O:11][CH2:12][CH3:13])=[O:10])[NH:7][CH:8]=1)([O-:3])=[O:2].[CH:14]1([CH2:17]Br)[CH2:16][CH2:15]1.C(=O)([O-])[O-].[K+].[K+]. Product: [CH:14]1([CH2:17][N:7]2[CH:8]=[C:4]([N+:1]([O-:3])=[O:2])[N:5]=[C:6]2[C:9]([O:11][CH2:12][CH3:13])=[O:10])[CH2:16][CH2:15]1. The catalyst class is: 18. (5) Reactant: [CH3:1][C:2]1[CH:10]=[CH:9][C:5]([C:6](O)=[O:7])=[CH:4][C:3]=1[NH:11][C:12](=[O:27])[C:13]1[CH:18]=[CH:17][C:16]([O:19][CH2:20][C:21]2[CH:26]=[CH:25][CH:24]=[CH:23][N:22]=2)=[CH:15][CH:14]=1.[C:28]([NH:31][NH2:32])(=[O:30])[CH3:29].CCN(C(C)C)C(C)C.CN(C(ON1N=NC2C=CC=NC1=2)=[N+](C)C)C.F[P-](F)(F)(F)(F)F. Product: [C:28]([NH:31][NH:32][C:6]([C:5]1[CH:9]=[CH:10][C:2]([CH3:1])=[C:3]([NH:11][C:12](=[O:27])[C:13]2[CH:18]=[CH:17][C:16]([O:19][CH2:20][C:21]3[CH:26]=[CH:25][CH:24]=[CH:23][N:22]=3)=[CH:15][CH:14]=2)[CH:4]=1)=[O:7])(=[O:30])[CH3:29]. The catalyst class is: 3. (6) The catalyst class is: 44. Product: [CH3:1][N:2]([CH3:7])[CH2:3][CH2:4][N:5]([CH3:6])[C:9]1[C:14]([N+:15]([O-:17])=[O:16])=[CH:13][C:12]([NH:18][C:19]2[N:24]=[C:23]([C:25]3[C:33]4[C:28](=[CH:29][CH:30]=[CH:31][CH:32]=4)[N:27]([CH3:34])[CH:26]=3)[C:22]([CH3:35])=[CH:21][N:20]=2)=[C:11]([O:36][CH3:37])[CH:10]=1. Reactant: [CH3:1][N:2]([CH3:7])[CH2:3][CH2:4][NH:5][CH3:6].F[C:9]1[C:14]([N+:15]([O-:17])=[O:16])=[CH:13][C:12]([NH:18][C:19]2[N:24]=[C:23]([C:25]3[C:33]4[C:28](=[CH:29][CH:30]=[CH:31][CH:32]=4)[N:27]([CH3:34])[CH:26]=3)[C:22]([CH3:35])=[CH:21][N:20]=2)=[C:11]([O:36][CH3:37])[CH:10]=1.